This data is from Catalyst prediction with 721,799 reactions and 888 catalyst types from USPTO. The task is: Predict which catalyst facilitates the given reaction. (1) Reactant: [CH3:1][O:2][C:3](=[O:17])[C:4]1[C:5](=[CH:10][C:11]([N+:14]([O-])=O)=[CH:12][CH:13]=1)[C:6]([O:8][CH3:9])=[O:7]. Product: [CH3:1][O:2][C:3](=[O:17])[C:4]1[C:5](=[CH:10][C:11]([NH2:14])=[CH:12][CH:13]=1)[C:6]([O:8][CH3:9])=[O:7]. The catalyst class is: 78. (2) Reactant: [CH2:1]([C:3]1([CH2:23][C:24]([O:26][CH2:27][CH3:28])=[O:25])[CH2:12][CH2:11][C:10]2[C:5](=[CH:6][CH:7]=[C:8]([C:13]3[CH:18]=[CH:17][C:16]([N+:19]([O-])=O)=[CH:15][N:14]=3)[CH:9]=2)[C:4]1=[O:22])[CH3:2].[NH4+].[Cl-]. Product: [NH2:19][C:16]1[CH:17]=[CH:18][C:13]([C:8]2[CH:9]=[C:10]3[C:5](=[CH:6][CH:7]=2)[C:4](=[O:22])[C:3]([CH2:23][C:24]([O:26][CH2:27][CH3:28])=[O:25])([CH2:1][CH3:2])[CH2:12][CH2:11]3)=[N:14][CH:15]=1. The catalyst class is: 190. (3) Reactant: Cl[C:2]1[CH:3]=[C:4]([C:26]([O:28][CH2:29][CH3:30])=[O:27])[C:5]2[C:10]([CH3:11])=[N:9][N:8]([CH2:12][C:13]3[CH:18]=[CH:17][C:16]([O:19][C:20]4[CH:25]=[CH:24][CH:23]=[CH:22][CH:21]=4)=[CH:15][CH:14]=3)[C:6]=2[N:7]=1.[C:31]1(/[CH:37]=[CH:38]/B(O)O)[CH:36]=[CH:35][CH:34]=[CH:33][CH:32]=1.O.C([O-])([O-])=O.[Na+].[Na+]. Product: [CH3:11][C:10]1[C:5]2[C:4]([C:26]([O:28][CH2:29][CH3:30])=[O:27])=[CH:3][C:2](/[CH:38]=[CH:37]/[C:31]3[CH:36]=[CH:35][CH:34]=[CH:33][CH:32]=3)=[N:7][C:6]=2[N:8]([CH2:12][C:13]2[CH:18]=[CH:17][C:16]([O:19][C:20]3[CH:25]=[CH:24][CH:23]=[CH:22][CH:21]=3)=[CH:15][CH:14]=2)[N:9]=1. The catalyst class is: 77.